This data is from Full USPTO retrosynthesis dataset with 1.9M reactions from patents (1976-2016). The task is: Predict the reactants needed to synthesize the given product. (1) The reactants are: [F:1][C:2]([F:7])([F:6])[C:3]([O-:5])=[O:4].COC1C=CC(C[N:15]2[C:19]3[N:20]=[CH:21][C:22]4[CH2:23][N:24]([C:28](=[O:37])[C@H:29]([C:31]5[CH:36]=[CH:35][CH:34]=[CH:33][CH:32]=5)[NH3+:30])[CH2:25][CH2:26][C:27]=4[C:18]=3[CH:17]=[N:16]2)=CC=1.[CH3:40][O:41][C:42]1[CH:78]=[CH:77][C:45]([CH2:46][N:47]2[C:51]3[N:52]=[CH:53][C:54]4[CH2:55][N:56]([C:60](=[O:76])[C@@H:61]([NH:68]C(=O)OC(C)(C)C)[C:62]5[CH:67]=[CH:66][CH:65]=[CH:64][CH:63]=5)[CH2:57][CH2:58][C:59]=4[C:50]=3[CH:49]=[N:48]2)=[CH:44][CH:43]=1.[F:79][C:80]([F:85])([F:84])[C:81]([OH:83])=[O:82]. Given the product [F:1][C:2]([F:7])([F:6])[C:3]([O-:5])=[O:4].[CH:17]1[C:18]2[C:27]3[CH2:26][CH2:25][N:24]([C:28](=[O:37])[C@H:29]([C:31]4[CH:36]=[CH:35][CH:34]=[CH:33][CH:32]=4)[NH3+:30])[CH2:23][C:22]=3[CH:21]=[N:20][C:19]=2[NH:15][N:16]=1.[F:79][C:80]([F:85])([F:84])[C:81]([O-:83])=[O:82].[CH3:40][O:41][C:42]1[CH:43]=[CH:44][C:45]([CH2:46][N:47]2[C:51]3[N:52]=[CH:53][C:54]4[CH2:55][N:56]([C:60](=[O:76])[C@H:61]([C:62]5[CH:63]=[CH:64][CH:65]=[CH:66][CH:67]=5)[NH3+:68])[CH2:57][CH2:58][C:59]=4[C:50]=3[CH:49]=[N:48]2)=[CH:77][CH:78]=1, predict the reactants needed to synthesize it. (2) Given the product [CH3:15][C:13](=[CH2:14])[C:12]([NH:4][C:3]1[CH:5]=[CH:6][CH:7]=[C:8]([N+:9]([O-:11])=[O:10])[C:2]=1[CH3:1])=[O:16], predict the reactants needed to synthesize it. The reactants are: [CH3:1][C:2]1[C:8]([N+:9]([O-:11])=[O:10])=[CH:7][CH:6]=[CH:5][C:3]=1[NH2:4].[C:12](Cl)(=[O:16])[C:13]([CH3:15])=[CH2:14]. (3) Given the product [Br:1][C:2]1[CH:3]=[C:4]([C:11]([O:13][CH2:14][CH3:15])=[O:12])[C:5]2[CH:10]=[N:9][N:8]([CH:23]3[CH2:28][CH2:27][CH2:26][CH2:25][CH2:24]3)[C:6]=2[N:7]=1, predict the reactants needed to synthesize it. The reactants are: [Br:1][C:2]1[CH:3]=[C:4]([C:11]([O:13][CH2:14][CH3:15])=[O:12])[C:5]2[CH:10]=[N:9][NH:8][C:6]=2[N:7]=1.C([O-])([O-])=O.[K+].[K+].Br[CH:23]1[CH2:28][CH2:27][CH2:26][CH2:25][CH2:24]1. (4) Given the product [CH:1]1([NH:4][C:5](=[O:6])[NH:7][C:8]2[CH:13]=[CH:12][C:11]([O:14][C:15]3[CH:20]=[CH:19][N:18]=[C:17]4[CH:21]=[C:22]([C:24]5[CH:29]=[CH:28][C:27]([C:30]([OH:33])=[O:31])=[CH:26][N:25]=5)[S:23][C:16]=34)=[C:10]([F:32])[CH:9]=2)[CH2:2][CH2:3]1, predict the reactants needed to synthesize it. The reactants are: [CH:1]1([NH:4][C:5]([NH:7][C:8]2[CH:13]=[CH:12][C:11]([O:14][C:15]3[CH:20]=[CH:19][N:18]=[C:17]4[CH:21]=[C:22]([C:24]5[CH:29]=[CH:28][C:27]([CH:30]=[O:31])=[CH:26][N:25]=5)[S:23][C:16]=34)=[C:10]([F:32])[CH:9]=2)=[O:6])[CH2:3][CH2:2]1.[OH:33]OS([O-])=O.[K+].Cl. (5) Given the product [NH3:2].[NH:8]1[CH2:9][CH2:10][C@H:6]([O:5][CH2:4][CH2:3][C:1]#[N:2])[CH2:7]1, predict the reactants needed to synthesize it. The reactants are: [C:1]([CH2:3][CH2:4][O:5][C@H:6]1[CH2:10][CH2:9][N:8](C(OC(C)(C)C)=O)[CH2:7]1)#[N:2].FC(F)(F)C(O)=O. (6) The reactants are: [OH:1][CH:2]1[CH2:6][CH2:5][O:4][CH2:3]1.Cl[C:8]1[C:17]2[C:12](=[CH:13][C:14]([O:20][CH3:21])=[C:15]([C:18]#[N:19])[CH:16]=2)[CH:11]=[C:10]([NH:22][C:23]2[CH:27]=[C:26]([CH3:28])[NH:25][N:24]=2)[N:9]=1. Given the product [CH3:21][O:20][C:14]1[CH:13]=[C:12]2[C:17](=[CH:16][C:15]=1[C:18]#[N:19])[C:8]([O:1][CH:2]1[CH2:6][CH2:5][O:4][CH2:3]1)=[N:9][C:10]([NH:22][C:23]1[CH:27]=[C:26]([CH3:28])[NH:25][N:24]=1)=[CH:11]2, predict the reactants needed to synthesize it. (7) Given the product [CH2:22]([O:21][C:19](=[O:20])[NH:18][C:16](=[O:17])/[C:15](/[C:13]#[N:14])=[CH:7]/[CH:6]=[CH:5]/[C:4]1[CH:9]=[CH:10][C:11]([OH:12])=[C:2]([OH:1])[CH:3]=1)[CH3:23], predict the reactants needed to synthesize it. The reactants are: [OH:1][C:2]1[CH:3]=[C:4]([CH:9]=[CH:10][C:11]=1[OH:12])[CH:5]=[CH:6][CH:7]=O.[C:13]([CH2:15][C:16]([NH:18][C:19]([O:21][CH2:22][CH3:23])=[O:20])=[O:17])#[N:14].